Dataset: Peptide-MHC class II binding affinity with 134,281 pairs from IEDB. Task: Regression. Given a peptide amino acid sequence and an MHC pseudo amino acid sequence, predict their binding affinity value. This is MHC class II binding data. (1) The peptide sequence is NVPDFELLLSLAEEL. The MHC is DRB1_0101 with pseudo-sequence DRB1_0101. The binding affinity (normalized) is 0.522. (2) The peptide sequence is EYKSDYVYEPFPKEV. The MHC is DRB1_0802 with pseudo-sequence DRB1_0802. The binding affinity (normalized) is 0.0798. (3) The peptide sequence is APEVKYKVFETALKK. The MHC is HLA-DPA10301-DPB10402 with pseudo-sequence HLA-DPA10301-DPB10402. The binding affinity (normalized) is 0.472. (4) The peptide sequence is PRTLNGPGPGSPAIF. The MHC is DRB1_1302 with pseudo-sequence DRB1_1302. The binding affinity (normalized) is 0. (5) The peptide sequence is VTMNDVKIEYSGTNN. The MHC is DRB1_0301 with pseudo-sequence DRB1_0301. The binding affinity (normalized) is 0.657.